This data is from Forward reaction prediction with 1.9M reactions from USPTO patents (1976-2016). The task is: Predict the product of the given reaction. (1) Given the reactants C[O:2][C:3]1[N:8]=[C:7](S(C)(=O)=O)[N:6]=[C:5]([C:13]2[CH:29]=[CH:28][C:16]3[NH:17][C:18]([NH:20][C:21]([C:23]4[S:24][CH:25]=[CH:26][CH:27]=4)=[O:22])=[N:19][C:15]=3[CH:14]=2)[CH:4]=1.[NH2:30][C:31]1[CH:36]=[CH:35][CH:34]=[CH:33][CH:32]=1, predict the reaction product. The product is: [O:2]=[C:3]1[NH:8][C:7]([NH:30][C:31]2[CH:36]=[CH:35][CH:34]=[CH:33][CH:32]=2)=[N:6][C:5]([C:13]2[CH:29]=[CH:28][C:16]3[NH:17][C:18]([NH:20][C:21]([C:23]4[S:24][CH:25]=[CH:26][CH:27]=4)=[O:22])=[N:19][C:15]=3[CH:14]=2)=[CH:4]1. (2) Given the reactants [CH3:1][O:2][C:3](=[O:14])[CH2:4][CH2:5][C:6]1[CH:11]=[CH:10][CH:9]=[C:8]([OH:12])[C:7]=1[Br:13].N1C=CN=C1.[C:20]([Si:24]([CH3:27])([CH3:26])Cl)([CH3:23])([CH3:22])[CH3:21], predict the reaction product. The product is: [CH3:1][O:2][C:3](=[O:14])[CH2:4][CH2:5][C:6]1[CH:11]=[CH:10][CH:9]=[C:8]([O:12][Si:24]([C:20]([CH3:23])([CH3:22])[CH3:21])([CH3:27])[CH3:26])[C:7]=1[Br:13]. (3) Given the reactants [N+:1]([CH2:4][C@H:5]1[CH2:10][CH2:9][CH2:8][C:7](=[O:11])[CH2:6]1)([O-:3])=[O:2].[CH2:12]([OH:15])[CH2:13][OH:14].Cl, predict the reaction product. The product is: [N+:1]([CH2:4][C@H:5]1[CH2:10][CH2:9][CH2:8][C:7](=[O:11])[CH2:6]1)([O-:3])=[O:2].[N+:1]([CH2:4][C@H:5]1[CH2:10][CH2:9][CH2:8][C:7]2([O:15][CH2:12][CH2:13][O:14]2)[CH2:6]1)([O-:3])=[O:2].